This data is from Full USPTO retrosynthesis dataset with 1.9M reactions from patents (1976-2016). The task is: Predict the reactants needed to synthesize the given product. (1) The reactants are: [CH3:1][O:2][C:3]([CH:5]1[CH:10]([NH2:11])[CH2:9][CH2:8][O:7][CH2:6]1)=[O:4].Cl.[CH3:13][C:14]1[CH:23]=[C:22]([CH2:24][O:25][C:26]2[CH:31]=[CH:30][C:29]([S:32](Cl)(=[O:34])=[O:33])=[CH:28][CH:27]=2)[C:21]2[C:16](=[CH:17][CH:18]=[CH:19][CH:20]=2)[N:15]=1.C(N(CC)C(C)C)(C)C. Given the product [CH3:1][O:2][C:3]([CH:5]1[CH:10]([NH:11][S:32]([C:29]2[CH:30]=[CH:31][C:26]([O:25][CH2:24][C:22]3[C:21]4[C:16](=[CH:17][CH:18]=[CH:19][CH:20]=4)[N:15]=[C:14]([CH3:13])[CH:23]=3)=[CH:27][CH:28]=2)(=[O:33])=[O:34])[CH2:9][CH2:8][O:7][CH2:6]1)=[O:4], predict the reactants needed to synthesize it. (2) Given the product [NH2:23][CH2:22][C@H:17]1[C@@H:18]([OH:21])[CH2:19][CH2:20][N:15]([CH2:14][CH:12]2[C:11]3=[C:2]([F:1])[CH:3]=[N:4][C:5]4[CH:6]=[CH:7][C:8](=[O:27])[N:9]([C:10]=43)[CH2:13]2)[CH2:16]1, predict the reactants needed to synthesize it. The reactants are: [F:1][C:2]1[CH:3]=[N:4][C:5]2[CH:6]=[CH:7][C:8](=[O:27])[N:9]3[CH2:13][CH:12]([CH2:14][N:15]4[CH2:20][CH2:19][C@H:18]([OH:21])[C@H:17]([CH2:22][NH:23]C(=O)[O-])[CH2:16]4)[C:11]=1[C:10]=23.FC(F)(F)C(O)=O. (3) The reactants are: [Cl:1][C:2]1[CH:3]=[C:4]([CH:7]=[CH:8][CH:9]=1)[CH:5]=O.Cl.[NH2:11][OH:12].C([O-])(=O)C.[Na+]. Given the product [Cl:1][C:2]1[CH:3]=[C:4]([CH:7]=[CH:8][CH:9]=1)[CH:5]=[N:11][OH:12], predict the reactants needed to synthesize it. (4) Given the product [O:2]=[C:3]1[NH:8][C:7]2[N:9]([CH2:12][C:13]([OH:15])=[O:14])[CH:10]=[CH:11][C:6]=2[CH:5]=[CH:4]1, predict the reactants needed to synthesize it. The reactants are: C[O:2][C:3]1[N:8]=[C:7]2[N:9]([CH2:12][C:13]([OH:15])=[O:14])[CH:10]=[CH:11][C:6]2=[CH:5][CH:4]=1. (5) Given the product [C:1]([O:5][C:6]([N:8]1[CH2:23][C@@H:22]([CH3:24])[N:11]2[C:12]3[CH:13]=[C:14]([CH2:19][OH:20])[CH:15]=[CH:16][C:17]=3[CH2:18][C@@H:10]2[CH2:9]1)=[O:7])([CH3:4])([CH3:2])[CH3:3], predict the reactants needed to synthesize it. The reactants are: [C:1]([O:5][C:6]([N:8]1[CH2:23][C@@H:22]([CH3:24])[N:11]2[C:12]3[CH:13]=[C:14]([C:19](O)=[O:20])[CH:15]=[CH:16][C:17]=3[CH2:18][C@@H:10]2[CH2:9]1)=[O:7])([CH3:4])([CH3:3])[CH3:2].[H-].[Al+3].[Li+].[H-].[H-].[H-].O.[OH-].[Na+].